From a dataset of Reaction yield outcomes from USPTO patents with 853,638 reactions. Predict the reaction yield, written as a fraction of the theoretical maximum amount of product (1.0 means a 100% yield; for example, 0.34 means a 34% yield). (1) The yield is 0.760. The product is [CH2:1]([O:3][C:4]1[CH:5]=[C:6]([CH:12]([N:17]2[C:25](=[O:26])[C:24]3[C:19](=[CH:20][CH:21]=[CH:22][C:23]=3[NH:27][C:28](=[O:30])[CH3:29])[C:18]2=[O:31])[CH2:13][C:14](=[O:16])[CH3:15])[CH:7]=[CH:8][C:9]=1[O:10][CH3:11])[CH3:2]. The reactants are [CH2:1]([O:3][C:4]1[CH:5]=[C:6]([CH:12]([N:17]2[C:25](=[O:26])[C:24]3[C:19](=[CH:20][CH:21]=[CH:22][C:23]=3[NH:27][C:28](=[O:30])[CH3:29])[C:18]2=[O:31])[CH2:13][CH:14]([OH:16])[CH3:15])[CH:7]=[CH:8][C:9]=1[O:10][CH3:11])[CH3:2].C1C=CC(N=NC2C=CC(N)=NC=2N)=CC=1.Cl.[Cr](Cl)([O-])(=O)=O. The catalyst is C(Cl)Cl. (2) The reactants are CC1C=CC(S(OCC2CC3C=CC=C(C4C=CC(OC)=CC=4)C=3O2)(=O)=O)=CC=1.[N-]=[N+]=[N-].[Na+].N(CC1CC2C=C(Cl)C=C(C3C=CSC=3)C=2O1)=[N+]=[N-].[N:53]([CH2:56][CH:57]1[CH2:61][C:60]2[CH:62]=[CH:63][CH:64]=[C:65]([C:66]3[CH:71]=[CH:70][C:69]([O:72][CH3:73])=[CH:68][CH:67]=3)[C:59]=2[O:58]1)=[N+]=[N-].[N-]=[N+]=[N-]. The catalyst is [Pd]. The product is [CH3:73][O:72][C:69]1[CH:70]=[CH:71][C:66]([C:65]2[C:59]3[O:58][CH:57]([CH2:56][NH2:53])[CH2:61][C:60]=3[CH:62]=[CH:63][CH:64]=2)=[CH:67][CH:68]=1. The yield is 0.580.